From a dataset of Full USPTO retrosynthesis dataset with 1.9M reactions from patents (1976-2016). Predict the reactants needed to synthesize the given product. (1) The reactants are: Cl.[NH:2]1[C:6]2=[N:7][CH:8]=[CH:9][CH:10]=[C:5]2[CH:4]=[C:3]1[C:11]([OH:13])=[O:12].S(Cl)([Cl:16])=O.[CH3:18]O. Given the product [ClH:16].[NH:2]1[C:6]2=[N:7][CH:8]=[CH:9][CH:10]=[C:5]2[CH:4]=[C:3]1[C:11]([O:13][CH3:18])=[O:12], predict the reactants needed to synthesize it. (2) Given the product [CH3:1][O:2][C:3]([C@@H:5]([N:13]1[CH2:21][C:17]2[CH:18]=[CH:19][S:20][C:16]=2[CH2:15][CH2:14]1)[C:6]1[CH:7]=[CH:8][CH:9]=[CH:10][C:11]=1[Cl:12])=[O:4].[S:28]([C:25]1[CH:26]=[CH:27][C:22]([CH3:32])=[CH:23][CH:24]=1)([O-:31])(=[O:30])=[O:29], predict the reactants needed to synthesize it. The reactants are: [CH3:1][O:2][C:3]([C@@H:5]([N:13]1[CH2:21][C:17]2[CH:18]=[CH:19][S:20][C:16]=2[CH2:15][CH2:14]1)[C:6]1[CH:7]=[CH:8][CH:9]=[CH:10][C:11]=1[Cl:12])=[O:4].[C:22]1([CH3:32])[CH:27]=[CH:26][C:25]([S:28]([OH:31])(=[O:30])=[O:29])=[CH:24][CH:23]=1.C1(C)C=CC=CC=1. (3) Given the product [Cl:40][CH2:39][CH2:38][CH2:37][O:18][C:17]1[CH:16]=[C:15]2[C:10]([C:11]([NH:19][C:20]3[CH:24]=[C:23]([CH2:25][C:26]([NH:28][C:29]4[CH:34]=[CH:33][CH:32]=[C:31]([F:35])[CH:30]=4)=[O:27])[NH:22][N:21]=3)=[N:12][CH:13]=[N:14]2)=[CH:9][C:8]=1[F:7], predict the reactants needed to synthesize it. The reactants are: C(=O)([O-])[O-].[Cs+].[Cs+].[F:7][C:8]1[CH:9]=[C:10]2[C:15](=[CH:16][C:17]=1[OH:18])[N:14]=[CH:13][N:12]=[C:11]2[NH:19][C:20]1[CH:24]=[C:23]([CH2:25][C:26]([NH:28][C:29]2[CH:34]=[CH:33][CH:32]=[C:31]([F:35])[CH:30]=2)=[O:27])[NH:22][N:21]=1.Br[CH2:37][CH2:38][CH2:39][Cl:40].O. (4) Given the product [Cl:15][C:16]1[N:21]=[CH:20][N:19]=[C:18]([NH:22][CH2:32][C:31]2[CH:34]=[CH:35][C:36]([O:37][CH3:38])=[C:29]([O:28][CH:23]3[CH2:27][CH2:26][CH2:25][CH2:24]3)[CH:30]=2)[CH:17]=1, predict the reactants needed to synthesize it. The reactants are: O([BH-](OC(C)=O)OC(C)=O)C(C)=O.[Na+].[Cl:15][C:16]1[N:21]=[CH:20][N:19]=[C:18]([NH2:22])[CH:17]=1.[CH:23]1([O:28][C:29]2[CH:30]=[C:31]([CH:34]=[CH:35][C:36]=2[O:37][CH3:38])[CH:32]=O)[CH2:27][CH2:26][CH2:25][CH2:24]1.CC(O)=O. (5) Given the product [CH3:25][C:24]1[O:23][N:22]=[C:21]([C:26]2[CH:27]=[CH:28][CH:29]=[CH:30][CH:31]=2)[C:20]=1[C:17]1[CH:18]=[CH:19][C:14]([S:11]([NH:4][CH2:5][C:6]([OH:8])=[O:7])(=[O:13])=[O:12])=[CH:15][CH:16]=1, predict the reactants needed to synthesize it. The reactants are: C([N:4]([S:11]([C:14]1[CH:19]=[CH:18][C:17]([C:20]2[C:21]([C:26]3[CH:31]=[CH:30][CH:29]=[CH:28][CH:27]=3)=[N:22][O:23][C:24]=2[CH3:25])=[CH:16][CH:15]=1)(=[O:13])=[O:12])[CH2:5][C:6]([O:8]CC)=[O:7])(=O)C.O[Li].O.